This data is from Catalyst prediction with 721,799 reactions and 888 catalyst types from USPTO. The task is: Predict which catalyst facilitates the given reaction. (1) Reactant: [C:1]1([C@@H:7]2[CH2:9][O:8]2)[CH:6]=[CH:5][CH:4]=[CH:3][CH:2]=1.CCOCC.[Mg+2].[Br-].[Br-].[CH2:18]([NH:21][CH2:22][CH:23]=[CH2:24])[CH:19]=[CH2:20].[Cl-].[NH4+]. Product: [CH2:18]([N:21]([C@@H:7]([C:1]1[CH:6]=[CH:5][CH:4]=[CH:3][CH:2]=1)[CH2:9][OH:8])[CH2:22][CH:23]=[CH2:24])[CH:19]=[CH2:20]. The catalyst class is: 7. (2) Reactant: C(O)(=O)CCC(O)=O.[C:9](=[O:12])([OH:11])[OH:10].[NH:13]1[CH2:17][CH2:16][C@@H:15]([NH:18][C:19]2[C:20]3[CH:21]=[CH:22][N:23]=[CH:24][C:25]=3[CH:26]=[CH:27][CH:28]=2)[CH2:14]1.[OH-].[Na+]. Product: [C:9](=[O:10])([OH:12])[OH:11].[NH:13]1[CH2:17][CH2:16][C@@H:15]([NH:18][C:19]2[C:20]3[CH:21]=[CH:22][N:23]=[CH:24][C:25]=3[CH:26]=[CH:27][CH:28]=2)[CH2:14]1. The catalyst class is: 480. (3) Reactant: [CH3:1][O:2][C:3]1[CH:4]=[C:5]([C:11]2[CH2:15][CH:14]([CH2:16][CH2:17][CH2:18][CH:19]=O)[O:13][N:12]=2)[CH:6]=[CH:7][C:8]=1[O:9][CH3:10].Cl.[CH2:22]([O:24][C:25]1[CH:30]=[CH:29][CH:28]=[CH:27][C:26]=1[N:31]1[CH2:36][CH2:35][NH:34][CH2:33][CH2:32]1)[CH3:23].[BH-](OC(C)=O)(OC(C)=O)OC(C)=O.[Na+].C(N(C(C)C)CC)(C)C. Product: [CH3:1][O:2][C:3]1[CH:4]=[C:5]([C:11]2[CH2:15][CH:14]([CH2:16][CH2:17][CH2:18][CH2:19][N:34]3[CH2:33][CH2:32][N:31]([C:26]4[CH:27]=[CH:28][CH:29]=[CH:30][C:25]=4[O:24][CH2:22][CH3:23])[CH2:36][CH2:35]3)[O:13][N:12]=2)[CH:6]=[CH:7][C:8]=1[O:9][CH3:10]. The catalyst class is: 2. (4) Reactant: C(N(CC)CC)C.[CH:8]1([N:11]2[C:19]3[C:14](=[C:15]([O:23][CH3:24])[CH:16]=[C:17]([C:20]([OH:22])=O)[CH:18]=3)[CH:13]=[CH:12]2)[CH2:10][CH2:9]1.Cl.[O:26]=[C:27]1[C:41]2[C:36](=[CH:37][CH:38]=[C:39]([C:42]3[CH:43]=[C:44]([CH:48]=[CH:49][CH:50]=3)[C:45]([OH:47])=[O:46])[CH:40]=2)[O:35][C:29]2([CH2:34][CH2:33][NH:32][CH2:31][CH2:30]2)[CH2:28]1.Cl. Product: [CH:8]1([N:11]2[C:19]3[C:14](=[C:15]([O:23][CH3:24])[CH:16]=[C:17]([C:20]([N:32]4[CH2:33][CH2:34][C:29]5([CH2:28][C:27](=[O:26])[C:41]6[C:36](=[CH:37][CH:38]=[C:39]([C:42]7[CH:43]=[C:44]([CH:48]=[CH:49][CH:50]=7)[C:45]([OH:47])=[O:46])[CH:40]=6)[O:35]5)[CH2:30][CH2:31]4)=[O:22])[CH:18]=3)[CH:13]=[CH:12]2)[CH2:9][CH2:10]1. The catalyst class is: 18. (5) Reactant: [CH3:1][O:2][C:3]1[CH:8]=[C:7]([O:9][CH3:10])[N:6]=[C:5]([C:11]2[C:19]3[C:14](=[CH:15][CH:16]=[CH:17][CH:18]=3)[NH:13]C=2C)[N:4]=1.C(OCC)(=[O:23])C.O=[O+][O-]. Product: [CH3:1][O:2][C:3]1[CH:8]=[C:7]([O:9][CH3:10])[N:6]=[C:5]([C:11]([C:19]2[CH:18]=[CH:17][CH:16]=[CH:15][C:14]=2[NH2:13])=[O:23])[N:4]=1. The catalyst class is: 6. (6) Reactant: C([NH:5][S:6]([C:9]1[CH:10]=[N:11][CH:12]=[C:13]([C:15]2[N:20]=[C:19]([NH:21][CH2:22][C:23]3[CH:28]=[CH:27][CH:26]=[CH:25][N:24]=3)[C:18]3=[C:29]([C:32]4[CH:37]=[CH:36][C:35]([F:38])=[CH:34][CH:33]=4)[CH:30]=[CH:31][N:17]3[N:16]=2)[CH:14]=1)(=[O:8])=[O:7])(C)(C)C.Cl. Product: [F:38][C:35]1[CH:34]=[CH:33][C:32]([C:29]2[CH:30]=[CH:31][N:17]3[C:18]=2[C:19]([NH:21][CH2:22][C:23]2[CH:28]=[CH:27][CH:26]=[CH:25][N:24]=2)=[N:20][C:15]([C:13]2[CH:14]=[C:9]([S:6]([NH2:5])(=[O:8])=[O:7])[CH:10]=[N:11][CH:12]=2)=[N:16]3)=[CH:37][CH:36]=1. The catalyst class is: 12.